Dataset: Full USPTO retrosynthesis dataset with 1.9M reactions from patents (1976-2016). Task: Predict the reactants needed to synthesize the given product. (1) Given the product [Cl:8][CH2:1][C:2]1[CH:7]=[CH:6][C:5]([N+:9]([O-:11])=[O:10])=[CH:4][CH:3]=1, predict the reactants needed to synthesize it. The reactants are: [CH2:1]([Cl:8])[C:2]1[CH:7]=[CH:6][CH:5]=[CH:4][CH:3]=1.[N+:9]([O-])([OH:11])=[O:10].S(=O)(=O)(O)O. (2) Given the product [C:34]([CH2:33][NH:29][C:30]([N:5]1[CH2:6][CH2:7][CH:2]([CH3:1])[CH:3]([N:8]2[C:12]3=[C:13]4[CH:19]=[CH:18][NH:17][C:14]4=[N:15][CH:16]=[C:11]3[CH:10]=[CH:9]2)[CH2:4]1)=[O:31])#[N:35], predict the reactants needed to synthesize it. The reactants are: [CH3:1][C@@H:2]1[CH2:7][CH2:6][NH:5][CH2:4][C@@H:3]1[N:8]1[C:12]2=[C:13]3[CH:19]=[CH:18][NH:17][C:14]3=[N:15][CH:16]=[C:11]2[CH:10]=[CH:9]1.[N+](C1C=CC([N:29]([CH2:33][C:34]#[N:35])[C:30](=O)[O-:31])=CC=1)([O-])=O.CCN(CC)CC.O.